From a dataset of Reaction yield outcomes from USPTO patents with 853,638 reactions. Predict the reaction yield, written as a fraction of the theoretical maximum amount of product (1.0 means a 100% yield; for example, 0.34 means a 34% yield). The reactants are [CH2:1]([N:8]1[C:12](=O)[C@H:11]2[C:14]3[CH:15]=[CH:16][C:17]([Br:23])=[C:18]([Cl:22])[C:19]=3[CH2:20][O:21][C@@:10]2([CH3:24])[CH2:9]1)[C:2]1[CH:7]=[CH:6][CH:5]=[CH:4][CH:3]=1.B.CSC.Cl. The catalyst is O1CCCC1. The product is [CH2:1]([N:8]1[CH2:12][C@H:11]2[C:14]3[CH:15]=[CH:16][C:17]([Br:23])=[C:18]([Cl:22])[C:19]=3[CH2:20][O:21][C@@:10]2([CH3:24])[CH2:9]1)[C:2]1[CH:3]=[CH:4][CH:5]=[CH:6][CH:7]=1. The yield is 0.650.